From a dataset of Catalyst prediction with 721,799 reactions and 888 catalyst types from USPTO. Predict which catalyst facilitates the given reaction. (1) Reactant: [NH2:1][C:2]1[N:7]([CH3:8])[C:6](=[O:9])[C:5]([CH3:11])([CH3:10])[C@:4]([C:13]2[CH:18]=[C:17]([NH2:19])[CH:16]=[CH:15][C:14]=2[F:20])([CH3:12])[N:3]=1.[CH3:21][C:22]1[N:23]=[C:24]([C:28](=O)[CH3:29])[S:25][C:26]=1[CH3:27].C([BH3-])#N. Product: [NH2:1][C:2]1[N:7]([CH3:8])[C:6](=[O:9])[C:5]([CH3:10])([CH3:11])[C@:4]([C:13]2[CH:18]=[C:17]([NH:19][CH:28]([C:24]3[S:25][C:26]([CH3:27])=[C:22]([CH3:21])[N:23]=3)[CH3:29])[CH:16]=[CH:15][C:14]=2[F:20])([CH3:12])[N:3]=1. The catalyst class is: 401. (2) Reactant: [CH2:1]([O:8][C:9]1[C:10]([C:29]([OH:31])=O)=[N:11][C:12]([CH2:16][C:17]2([C:22]3[CH:27]=[CH:26][C:25]([Cl:28])=[CH:24][CH:23]=3)[CH2:21][CH2:20][CH2:19][CH2:18]2)=[N:13][C:14]=1[OH:15])[C:2]1[CH:7]=[CH:6][CH:5]=[CH:4][CH:3]=1.[Si:32]([O:39][CH2:40][CH2:41][NH:42][CH:43]1[CH2:48][CH2:47][O:46][CH2:45][CH2:44]1)([C:35]([CH3:38])([CH3:37])[CH3:36])([CH3:34])[CH3:33].CN(C(ON1N=NC2C=CC=NC1=2)=[N+](C)C)C.F[P-](F)(F)(F)(F)F.C(N(CC)C(C)C)(C)C. Product: [Si:32]([O:39][CH2:40][CH2:41][N:42]([CH:43]1[CH2:48][CH2:47][O:46][CH2:45][CH2:44]1)[C:29]([C:10]1[C:9]([O:8][CH2:1][C:2]2[CH:3]=[CH:4][CH:5]=[CH:6][CH:7]=2)=[C:14]([OH:15])[N:13]=[C:12]([CH2:16][C:17]2([C:22]3[CH:27]=[CH:26][C:25]([Cl:28])=[CH:24][CH:23]=3)[CH2:21][CH2:20][CH2:19][CH2:18]2)[N:11]=1)=[O:31])([C:35]([CH3:38])([CH3:37])[CH3:36])([CH3:34])[CH3:33]. The catalyst class is: 35. (3) Reactant: [NH:1]1[C:9]2[C:4](=[CH:5][C:6]([O:10][C:11]3[N:16]=[CH:15][N:14]=[C:13]([CH2:17][NH:18][CH3:19])[CH:12]=3)=[CH:7][CH:8]=2)[CH:3]=[CH:2]1.[C:28](O[C:28]([O:30][C:31]([CH3:34])([CH3:33])[CH3:32])=[O:29])([O:30][C:31]([CH3:34])([CH3:33])[CH3:32])=[O:29]. Product: [NH:1]1[C:9]2[C:4](=[CH:5][C:6]([O:10][C:11]3[N:16]=[CH:15][N:14]=[C:13]([CH2:17][N:18]([CH3:19])[C:28](=[O:29])[O:30][C:31]([CH3:32])([CH3:33])[CH3:34])[CH:12]=3)=[CH:7][CH:8]=2)[CH:3]=[CH:2]1. The catalyst class is: 4. (4) Reactant: [Cl:1][C:2]1[CH:9]=[CH:8][CH:7]=[C:6]([N+]([O-])=O)[C:3]=1[CH:4]=[O:5].[CH3:13][O:14][C:15]1[CH:20]=[CH:19][C:18]([SH:21])=[CH:17][CH:16]=1.C(=O)([O-])[O-].[K+].[K+]. Product: [Cl:1][C:2]1[CH:9]=[CH:8][CH:7]=[C:6]([S:21][C:18]2[CH:19]=[CH:20][C:15]([O:14][CH3:13])=[CH:16][CH:17]=2)[C:3]=1[CH:4]=[O:5]. The catalyst class is: 9.